Dataset: Full USPTO retrosynthesis dataset with 1.9M reactions from patents (1976-2016). Task: Predict the reactants needed to synthesize the given product. (1) Given the product [CH2:32]([O:34][C:35]1[C:44]([O:45][CH3:46])=[CH:43][C:42]2[C:41]([C:47]3[CH:48]=[CH:49][C:50]([C:51]([N:28]4[CH2:29][CH2:30][CH:25]([N:11]5[C:12](=[O:24])[C:13]6[S:17][C:16]([C:18]7[CH:19]=[CH:20][CH:21]=[CH:22][CH:23]=7)=[CH:15][C:14]=6[N:9]([CH2:8][C:7]6[O:6][CH:5]=[N:4][C:3]=6[CH3:2])[C:10]5=[O:31])[CH2:26][CH2:27]4)=[O:52])=[CH:54][CH:55]=3)=[N:40][C@@H:39]3[CH2:56][CH2:57][S:58][CH2:59][C@@H:38]3[C:37]=2[CH:36]=1)[CH3:33], predict the reactants needed to synthesize it. The reactants are: Cl.[CH3:2][C:3]1[N:4]=[CH:5][O:6][C:7]=1[CH2:8][N:9]1[C:14]2[CH:15]=[C:16]([C:18]3[CH:23]=[CH:22][CH:21]=[CH:20][CH:19]=3)[S:17][C:13]=2[C:12](=[O:24])[N:11]([CH:25]2[CH2:30][CH2:29][NH:28][CH2:27][CH2:26]2)[C:10]1=[O:31].[CH2:32]([O:34][C:35]1[C:44]([O:45][CH3:46])=[CH:43][C:42]2[C:41]([C:47]3[CH:55]=[CH:54][C:50]([C:51](O)=[O:52])=[CH:49][CH:48]=3)=[N:40][C@@H:39]3[CH2:56][CH2:57][S:58][CH2:59][C@@H:38]3[C:37]=2[CH:36]=1)[CH3:33].CN(C(ON1N=NC2C=CC=NC1=2)=[N+](C)C)C.F[P-](F)(F)(F)(F)F.CCN(C(C)C)C(C)C. (2) Given the product [CH2:12]([O:19][C:20]([N:22]1[CH:26]([C:27](=[O:46])[NH:28][C:29]2[S:30][CH:31]=[C:32]([C:34]3[CH:35]=[CH:36][C:37]([C:40](=[O:45])[NH:41][CH:42]4[CH2:44][CH2:43]4)=[CH:38][CH:39]=3)[N:33]=2)[CH2:25][S:24][CH:7]1[C:6]1[CH:9]=[CH:10][CH:11]=[C:4]([C:1](=[O:3])[CH3:2])[CH:5]=1)=[O:21])[C:13]1[CH:18]=[CH:17][CH:16]=[CH:15][CH:14]=1, predict the reactants needed to synthesize it. The reactants are: [C:1]([C:4]1[CH:5]=[C:6]([CH:9]=[CH:10][CH:11]=1)[CH:7]=O)(=[O:3])[CH3:2].[CH2:12]([O:19][C:20]([N:22]1[CH:26]([C:27](=[O:46])[NH:28][C:29]2[S:30][CH:31]=[C:32]([C:34]3[CH:39]=[CH:38][C:37]([C:40](=[O:45])[NH:41][CH:42]4[CH2:44][CH2:43]4)=[CH:36][CH:35]=3)[N:33]=2)[CH2:25][S:24]C1C1C=CC(C(=O)C)=CC=1)=[O:21])[C:13]1[CH:18]=[CH:17][CH:16]=[CH:15][CH:14]=1. (3) The reactants are: C([O:9][C@@H:10]1[C@H:14]([O:15]C(=O)C2C=CC=CC=2)[C@H:13]([CH2:24][O:25]C(=O)C2C=CC=CC=2)[O:12][C@H:11]1[N:34]1[CH:42]=[N:41][C:40]2[C:35]1=[N:36][CH:37]=[N:38][C:39]=2[CH3:43])(=O)C1C=CC=CC=1.O(C)[Na].C(O)(=O)C. Given the product [CH3:43][C:39]1[N:38]=[CH:37][N:36]=[C:35]2[C:40]=1[N:41]=[CH:42][N:34]2[C@@H:11]1[O:12][C@@H:13]([CH2:24][OH:25])[C@@H:14]([OH:15])[C@H:10]1[OH:9], predict the reactants needed to synthesize it.